Dataset: Experimentally validated miRNA-target interactions with 360,000+ pairs, plus equal number of negative samples. Task: Binary Classification. Given a miRNA mature sequence and a target amino acid sequence, predict their likelihood of interaction. (1) The miRNA is hsa-miR-4742-5p with sequence UCAGGCAAAGGGAUAUUUACAGA. The protein sequence of the target gene is MAPRPLGPLVLALGGAAAVLGSVLFILWKTYFGRGRERRWDRGEAWWGAEAARLPEWDEWDPEDEEDEEPALEELEQREVLVLGLDGAGKSTFLRVLSGKPPLEGHIPTWGFNSVRLPTKDFEVDLLEIGGSQNLRFYWKEFVSEVDVLVFVVDSADRLRLPWARQELHKLLDKDPDLPVVVVANKQDLSEAMSMGELQRELGLQAIDNQREVFLLAASIAPAGPTFEEPGTVHIWKLLLELLS. Result: 0 (no interaction). (2) The miRNA is hsa-miR-5188 with sequence AAUCGGACCCAUUUAAACCGGAG. The protein sequence of the target gene is MNATHCILALQLFLMAVSGCYCHGTVIESLESLNNYFNSSGIDVEEKSLFLDIWRNWQKDGDMKILQSQIISFYLRLFEVLKDNQAISNNISVIESHLITTFFSNSKAKKDAFMSIAKFEVNNPQVQRQAFNELIRVVHQLLPESSLRKRKRSRC. Result: 0 (no interaction). (3) The miRNA is hsa-miR-4690-5p with sequence GAGCAGGCGAGGCUGGGCUGAA. The protein sequence of the target gene is MAKCRVRVSTGEACGAGTWDKVSVSIVGTHGESPLVPLDHLGKEFSAGAEEDFEVTLPQDVGTVLMLRVHKAPPEVSLPLMSFRSDAWFCRWFELEWLPGAALHFPCYQWLEGAGELVLREGAAKVSWQDHHPTLQDQRQKELESRQKMYSWKTYIEGWPRCLDHETVKDLDLNIKYSAMKNAKLFFKAHSAYTELKVKGLLDRTGLWRSLREMRRLFNFRKTPAAEYVFAHWQEDAFFASQFLNGINPVLIRRCHSLPNNFPVTDEMVAPVLGPGTSLQAELEKGSLFLVDHGILSGVH.... Result: 0 (no interaction).